Dataset: Full USPTO retrosynthesis dataset with 1.9M reactions from patents (1976-2016). Task: Predict the reactants needed to synthesize the given product. (1) Given the product [OH:1][C:2]([CH3:31])([CH3:30])[C@H:3]([NH:15][C:16]([N:18]1[CH2:23][C:22](=[O:24])[NH:21][C:20]2[CH:25]=[C:26]([CH3:29])[CH:27]=[N:28][C:19]1=2)=[O:17])[C:4]1[CH:9]=[CH:8][C:7]([O:10][C:11]([F:14])([F:12])[F:13])=[CH:6][CH:5]=1, predict the reactants needed to synthesize it. The reactants are: [OH:1][C:2]([CH3:31])([CH3:30])[CH:3]([NH:15][C:16]([N:18]1[CH2:23][C:22](=[O:24])[NH:21][C:20]2[CH:25]=[C:26]([CH3:29])[CH:27]=[N:28][C:19]1=2)=[O:17])[C:4]1[CH:9]=[CH:8][C:7]([O:10][C:11]([F:14])([F:13])[F:12])=[CH:6][CH:5]=1. (2) Given the product [CH2:1]([O:8][C:9]([N:11]1[CH2:16][CH2:15][N:14]([C:17]([C:18]([C:20]2[CH:21]=[C:22]3[C:26](=[CH:27][C:28]=2[O:29][CH2:30][C:31]2[CH:36]=[CH:35][CH:34]=[CH:33][CH:32]=2)[NH:25][CH:24]=[C:23]3[CH3:37])=[O:19])=[CH:9][N:11]([CH3:16])[CH3:12])[CH2:13][CH2:12]1)=[O:10])[C:2]1[CH:7]=[CH:6][CH:5]=[CH:4][CH:3]=1, predict the reactants needed to synthesize it. The reactants are: [CH2:1]([O:8][C:9]([N:11]1[CH2:16][CH2:15][N:14]([CH2:17][C:18]([C:20]2[CH:21]=[C:22]3[C:26](=[CH:27][C:28]=2[O:29][CH2:30][C:31]2[CH:36]=[CH:35][CH:34]=[CH:33][CH:32]=2)[NH:25][CH:24]=[C:23]3[CH3:37])=[O:19])[CH2:13][CH2:12]1)=[O:10])[C:2]1[CH:7]=[CH:6][CH:5]=[CH:4][CH:3]=1. (3) Given the product [Br:1][C:2]1[CH:3]=[CH:4][C:5]([CH2:8][CH2:9][NH:10][C:11](=[O:12])[O:13][C:14]([CH3:17])([CH3:16])[CH3:15])=[N:6][CH:7]=1, predict the reactants needed to synthesize it. The reactants are: [Br:1][C:2]1[CH:3]=[CH:4][C:5]([CH2:8][CH2:9][NH2:10])=[N:6][CH:7]=1.[C:11](O[C:11]([O:13][C:14]([CH3:17])([CH3:16])[CH3:15])=[O:12])([O:13][C:14]([CH3:17])([CH3:16])[CH3:15])=[O:12]. (4) Given the product [N:1]1([CH2:20][CH:19]2[CH2:18][CH2:17][N:16]([C:26]3[CH:35]=[C:34]4[C:29]([CH:30]=[C:31]([C:37]5[CH:42]=[CH:41][CH:40]=[CH:39][C:38]=5[C:43]([F:46])([F:45])[F:44])[NH:32][C:33]4=[O:36])=[CH:28][CH:27]=3)[C:15]2=[O:14])[CH2:6][CH2:5][O:4][CH2:3][CH2:2]1, predict the reactants needed to synthesize it. The reactants are: [NH:1]1[CH2:6][CH2:5][O:4][CH2:3][CH2:2]1.C(N(CC)CC)C.[O:14]=[C:15]1[CH:19]([CH2:20]OS(C)(=O)=O)[CH2:18][CH2:17][N:16]1[C:26]1[CH:35]=[C:34]2[C:29]([CH:30]=[C:31]([C:37]3[CH:42]=[CH:41][CH:40]=[CH:39][C:38]=3[C:43]([F:46])([F:45])[F:44])[NH:32][C:33]2=[O:36])=[CH:28][CH:27]=1.[Cl-].[NH4+].